From a dataset of Full USPTO retrosynthesis dataset with 1.9M reactions from patents (1976-2016). Predict the reactants needed to synthesize the given product. (1) Given the product [OH:23][CH2:15][CH2:14][N:16]([CH2:2][C:3]1[CH:4]=[C:5]([CH:10]=[C:11]([CH3:13])[CH:12]=1)[C:6]([O:8][CH3:9])=[O:7])[CH3:19], predict the reactants needed to synthesize it. The reactants are: O[CH2:2][C:3]1[CH:4]=[C:5]([CH:10]=[C:11]([CH3:13])[CH:12]=1)[C:6]([O:8][CH3:9])=[O:7].[CH2:14]([N:16]([CH2:19]C)CC)[CH3:15].CS(Cl)(=O)=[O:23]. (2) Given the product [Cl:1][C:2]1[N:7]=[C:6]([NH:10][CH:11]2[CH2:12][CH2:13][C:14]3([CH2:21][CH2:20][N:19]([C:22]([O:24][C:25]([CH3:26])([CH3:27])[CH3:28])=[O:23])[CH2:18][CH2:17]3)[CH2:15][CH2:16]2)[C:5]([CH3:9])=[CH:4][N:3]=1, predict the reactants needed to synthesize it. The reactants are: [Cl:1][C:2]1[N:7]=[C:6](Cl)[C:5]([CH3:9])=[CH:4][N:3]=1.[NH2:10][CH:11]1[CH2:16][CH2:15][C:14]2([CH2:21][CH2:20][N:19]([C:22]([O:24][C:25]([CH3:28])([CH3:27])[CH3:26])=[O:23])[CH2:18][CH2:17]2)[CH2:13][CH2:12]1.CCN(CC)CC.